This data is from Forward reaction prediction with 1.9M reactions from USPTO patents (1976-2016). The task is: Predict the product of the given reaction. (1) Given the reactants [ClH:1].Cl.[NH2:3][C:4]1[CH:23]=[CH:22][C:7]2[CH:8]=[C:9]([C:11]([NH:13][C@@H:14]3[CH:19]4[CH2:20][CH2:21][N:16]([CH2:17][CH2:18]4)[CH2:15]3)=[O:12])[S:10][C:6]=2[CH:5]=1.[CH3:24][C:25]([CH3:27])=O.C(O)(=O)C.C(O[BH-](OC(=O)C)OC(=O)C)(=O)C.[Na+], predict the reaction product. The product is: [ClH:1].[ClH:1].[N:16]12[CH2:21][CH2:20][CH:19]([CH2:18][CH2:17]1)[C@@H:14]([NH:13][C:11]([C:9]1[S:10][C:6]3[CH:5]=[C:4]([NH:3][CH:25]([CH3:27])[CH3:24])[CH:23]=[CH:22][C:7]=3[CH:8]=1)=[O:12])[CH2:15]2. (2) Given the reactants [CH2:1]([O:3][P:4]([C:9]([C:15]1[CH:20]=[CH:19][C:18]([N+:21]([O-])=O)=[CH:17][CH:16]=1)([O:12][CH2:13][CH3:14])[PH2:10]=[O:11])(=[O:8])[O:5][CH2:6][CH3:7])[CH3:2], predict the reaction product. The product is: [CH2:1]([O:3][P:4]([C:9]([C:15]1[CH:16]=[CH:17][C:18]([NH2:21])=[CH:19][CH:20]=1)([O:12][CH2:13][CH3:14])[PH2:10]=[O:11])(=[O:8])[O:5][CH2:6][CH3:7])[CH3:2]. (3) Given the reactants C[Si](C)(C)N[Si](C)(C)C.[K].Cl[C:12]1[CH:17]=[CH:16][N:15]=[CH:14][C:13]=1[F:18].[C:19]([N:26]1[CH2:31][CH2:30][CH:29]([C:32]#[N:33])[CH2:28][CH2:27]1)([O:21][C:22]([CH3:25])([CH3:24])[CH3:23])=[O:20], predict the reaction product. The product is: [C:22]([O:21][C:19]([N:26]1[CH2:31][CH2:30][C:29]([C:32]#[N:33])([C:12]2[CH:17]=[CH:16][N:15]=[CH:14][C:13]=2[F:18])[CH2:28][CH2:27]1)=[O:20])([CH3:25])([CH3:23])[CH3:24].